From a dataset of Full USPTO retrosynthesis dataset with 1.9M reactions from patents (1976-2016). Predict the reactants needed to synthesize the given product. The reactants are: [N+:1]([C:4]1[CH:5]=[C:6]([CH:9]=[CH:10][CH:11]=1)[CH:7]=O)([O-:3])=[O:2].C(O)C.Cl.[NH2:16][OH:17]. Given the product [N+:1]([C:4]1[CH:5]=[C:6]([CH:9]=[CH:10][CH:11]=1)[CH:7]=[N:16][OH:17])([O-:3])=[O:2], predict the reactants needed to synthesize it.